Dataset: Reaction yield outcomes from USPTO patents with 853,638 reactions. Task: Predict the reaction yield, written as a fraction of the theoretical maximum amount of product (1.0 means a 100% yield; for example, 0.34 means a 34% yield). (1) The reactants are Br([O-])(=O)=O.[Na+].[Br:6]Br.[C:8]([NH:11][C:12]1[CH:17]=[CH:16][CH:15]=[CH:14][CH:13]=1)(=[O:10])[CH3:9].Cl. The catalyst is O.ClCCl.BrBr. The product is [Br:6][C:15]1[CH:16]=[CH:17][C:12]([NH:11][C:8](=[O:10])[CH3:9])=[CH:13][CH:14]=1. The yield is 0.927. (2) The catalyst is C(#N)C.C(OCC)(=O)C. The yield is 0.890. The product is [Cl:1][C:2]1[CH:7]=[CH:6][C:5]([C@@H:8]2[CH2:13][CH2:12][N:11]([C:14]([O:16][C:17]([CH3:18])([CH3:20])[CH3:19])=[O:15])[CH2:10][C@H:9]2[CH2:21][O:22][C:23]2[CH:28]=[C:27]([F:29])[C:26]([S:30](=[O:33])(=[O:32])[NH:31][C:49](=[O:50])[C:44]3[CH:45]=[CH:46][CH:47]=[CH:48][N:43]=3)=[CH:25][C:24]=2[F:34])=[CH:4][CH:3]=1. The reactants are [Cl:1][C:2]1[CH:7]=[CH:6][C:5]([C@@H:8]2[CH2:13][CH2:12][N:11]([C:14]([O:16][C:17]([CH3:20])([CH3:19])[CH3:18])=[O:15])[CH2:10][C@H:9]2[CH2:21][O:22][C:23]2[CH:28]=[C:27]([F:29])[C:26]([S:30](=[O:33])(=[O:32])[NH2:31])=[CH:25][C:24]=2[F:34])=[CH:4][CH:3]=1.C(N(CC)CC)C.Cl.[N:43]1[CH:48]=[CH:47][CH:46]=[CH:45][C:44]=1[C:49](Cl)=[O:50].